This data is from Merck oncology drug combination screen with 23,052 pairs across 39 cell lines. The task is: Regression. Given two drug SMILES strings and cell line genomic features, predict the synergy score measuring deviation from expected non-interaction effect. (1) Drug 1: C=CCn1c(=O)c2cnc(Nc3ccc(N4CCN(C)CC4)cc3)nc2n1-c1cccc(C(C)(C)O)n1. Drug 2: NC1(c2ccc(-c3nc4ccn5c(=O)[nH]nc5c4cc3-c3ccccc3)cc2)CCC1. Cell line: SW620. Synergy scores: synergy=10.2. (2) Drug 1: Nc1ccn(C2OC(CO)C(O)C2(F)F)c(=O)n1. Drug 2: Cn1nnc2c(C(N)=O)ncn2c1=O. Cell line: A427. Synergy scores: synergy=4.08. (3) Synergy scores: synergy=31.8. Drug 1: O=S1(=O)NC2(CN1CC(F)(F)F)C1CCC2Cc2cc(C=CCN3CCC(C(F)(F)F)CC3)ccc2C1. Drug 2: Cc1nc(Nc2ncc(C(=O)Nc3c(C)cccc3Cl)s2)cc(N2CCN(CCO)CC2)n1. Cell line: SW837. (4) Drug 1: CC(=O)OC1C(=O)C2(C)C(O)CC3OCC3(OC(C)=O)C2C(OC(=O)c2ccccc2)C2(O)CC(OC(=O)C(O)C(NC(=O)c3ccccc3)c3ccccc3)C(C)=C1C2(C)C. Drug 2: CCc1cnn2c(NCc3ccc[n+]([O-])c3)cc(N3CCCCC3CCO)nc12. Cell line: LOVO. Synergy scores: synergy=-5.76. (5) Drug 1: O=c1[nH]cc(F)c(=O)[nH]1. Drug 2: O=C(NOCC(O)CO)c1ccc(F)c(F)c1Nc1ccc(I)cc1F. Cell line: PA1. Synergy scores: synergy=8.06. (6) Drug 1: CN(Cc1cnc2nc(N)nc(N)c2n1)c1ccc(C(=O)NC(CCC(=O)O)C(=O)O)cc1. Drug 2: NC1(c2ccc(-c3nc4ccn5c(=O)[nH]nc5c4cc3-c3ccccc3)cc2)CCC1. Cell line: ZR751. Synergy scores: synergy=-15.8. (7) Drug 1: CN(C)C(=N)N=C(N)N. Drug 2: NC1(c2ccc(-c3nc4ccn5c(=O)[nH]nc5c4cc3-c3ccccc3)cc2)CCC1. Cell line: MSTO. Synergy scores: synergy=1.78. (8) Drug 1: CCC1(O)CC2CN(CCc3c([nH]c4ccccc34)C(C(=O)OC)(c3cc4c(cc3OC)N(C)C3C(O)(C(=O)OC)C(OC(C)=O)C5(CC)C=CCN6CCC43C65)C2)C1. Drug 2: Cc1nc(Nc2ncc(C(=O)Nc3c(C)cccc3Cl)s2)cc(N2CCN(CCO)CC2)n1. Cell line: LOVO. Synergy scores: synergy=42.2.